This data is from hERG Central: cardiac toxicity at 1µM, 10µM, and general inhibition. The task is: Predict hERG channel inhibition at various concentrations. (1) The compound is O=C(CN1CCN(Cc2ccccc2)CC1)Nc1cccc(Cl)c1. Results: hERG_inhib (hERG inhibition (general)): blocker. (2) The molecule is CCCCCn1c(SCC(=O)OC)nc2c1c(=O)[nH]c(=O)n2C. Results: hERG_inhib (hERG inhibition (general)): blocker. (3) Results: hERG_inhib (hERG inhibition (general)): blocker. The drug is Cc1ccc(C(=O)Nc2ccc(C)c(S(=O)(=O)N3CCOCC3)c2)c(C)c1.